Task: Predict the reaction yield, written as a fraction of the theoretical maximum amount of product (1.0 means a 100% yield; for example, 0.34 means a 34% yield).. Dataset: Reaction yield outcomes from USPTO patents with 853,638 reactions (1) The reactants are [C:1]([O:5][C:6]([N:8]1[CH2:12][CH2:11][CH:10]([O:13][C:14]2[C:19]3[C:20]4[CH:26]=[C:25](Br)[CH:24]=[N:23][C:21]=4[NH:22][C:18]=3[CH:17]=[N:16][C:15]=2[C:28]#[N:29])[CH2:9]1)=[O:7])([CH3:4])([CH3:3])[CH3:2].[CH3:30][N:31]1[CH:35]=[C:34](B2OC(C)(C)C(C)(C)O2)[CH:33]=[N:32]1.[F-].[K+]. The yield is 0.300. The catalyst is C(#N)C.O.C(=O)([O-])[O-].[Na+].[Na+].C1C=CC(P(C2C=CC=CC=2)[C-]2C=CC=C2)=CC=1.C1C=CC(P(C2C=CC=CC=2)[C-]2C=CC=C2)=CC=1.Cl[Pd]Cl.[Fe+2]. The product is [C:1]([O:5][C:6]([N:8]1[CH2:12][CH2:11][CH:10]([O:13][C:14]2[C:19]3[C:20]4[CH:26]=[C:25]([C:34]5[CH:33]=[N:32][N:31]([CH3:30])[CH:35]=5)[CH:24]=[N:23][C:21]=4[NH:22][C:18]=3[CH:17]=[N:16][C:15]=2[C:28]#[N:29])[CH2:9]1)=[O:7])([CH3:4])([CH3:3])[CH3:2]. (2) The reactants are [Br:1]Br.[F:3][C:4]([F:14])([F:13])[O:5][C:6]1[CH:11]=[CH:10][CH:9]=[CH:8][C:7]=1[OH:12].[O-]S([O-])=O.[Na+].[Na+]. The catalyst is C(Cl)Cl. The product is [Br:1][C:10]1[CH:9]=[CH:8][C:7]([OH:12])=[C:6]([O:5][C:4]([F:13])([F:14])[F:3])[CH:11]=1. The yield is 0.910. (3) The reactants are [NH2:1][C@H:2]([C:10]([OH:12])=[O:11])[CH2:3][CH2:4][CH2:5][NH:6][C:7]([NH2:9])=[O:8].C([O-])(O)=O.[Na+].[NH:18]([C:33]([O:35][CH2:36][CH:37]1[C:49]2[C:44](=[CH:45][CH:46]=[CH:47][CH:48]=2)[C:43]2[C:38]1=[CH:39][CH:40]=[CH:41][CH:42]=2)=[O:34])[C@H:19]([C:23](ON1C(=O)CCC1=O)=[O:24])[CH:20]([CH3:22])[CH3:21].C(O)(=O)CC(CC(O)=O)(C(O)=O)O. The catalyst is O.COCCOC.C1COCC1. The product is [NH:18]([C:33]([O:35][CH2:36][CH:37]1[C:38]2[C:43](=[CH:42][CH:41]=[CH:40][CH:39]=2)[C:44]2[C:49]1=[CH:48][CH:47]=[CH:46][CH:45]=2)=[O:34])[C@H:19]([C:23]([NH:1][C@H:2]([C:10]([OH:12])=[O:11])[CH2:3][CH2:4][CH2:5][NH:6][C:7]([NH2:9])=[O:8])=[O:24])[CH:20]([CH3:22])[CH3:21]. The yield is 0.620. (4) The reactants are [CH2:1]([O:3][C:4]1[CH:5]=[C:6]([C@H:12]([N:17]2[C:25](=[O:26])[C:24]3[C:19](=[CH:20][CH:21]=[CH:22][C:23]=3[NH:27][C:28](=[O:30])[CH3:29])[C:18]2=[O:31])[CH2:13][CH2:14][NH:15][OH:16])[CH:7]=[CH:8][C:9]=1[O:10][CH3:11])[CH3:2].[CH:32](OC(=O)C)=[O:33]. The catalyst is C(Cl)Cl. The product is [CH2:1]([O:3][C:4]1[CH:5]=[C:6]([C@H:12]([N:17]2[C:25](=[O:26])[C:24]3[C:19](=[CH:20][CH:21]=[CH:22][C:23]=3[NH:27][C:28](=[O:30])[CH3:29])[C:18]2=[O:31])[CH2:13][CH2:14][N:15]([CH:32]=[O:33])[OH:16])[CH:7]=[CH:8][C:9]=1[O:10][CH3:11])[CH3:2]. The yield is 0.240.